Dataset: Reaction yield outcomes from USPTO patents with 853,638 reactions. Task: Predict the reaction yield, written as a fraction of the theoretical maximum amount of product (1.0 means a 100% yield; for example, 0.34 means a 34% yield). (1) The reactants are [CH3:1][C:2]([CH3:31])([CH3:30])[CH2:3][CH2:4][NH:5][C:6]([NH:8][C:9]1[CH:14]=[C:13]([C:15]2[C:26]([CH3:27])=[N:25][C:18]3[N:19]=[C:20](SC)[N:21]=[CH:22][C:17]=3[CH:16]=2)[C:12]([CH3:28])=[CH:11][C:10]=1[F:29])=[O:7].C1C=C(Cl)C=C(C(OO)=O)C=1.[NH3:43]. The catalyst is C(Cl)Cl. The product is [NH2:43][C:20]1[N:21]=[CH:22][C:17]2[CH:16]=[C:15]([C:13]3[C:12]([CH3:28])=[CH:11][C:10]([F:29])=[C:9]([NH:8][C:6]([NH:5][CH2:4][CH2:3][C:2]([CH3:31])([CH3:30])[CH3:1])=[O:7])[CH:14]=3)[C:26]([CH3:27])=[N:25][C:18]=2[N:19]=1. The yield is 0.240. (2) The reactants are [C:1]([NH:4][C:5]1[CH:14]=[CH:13][C:8]2[C:9]([CH3:12])=[N:10][O:11][C:7]=2[CH:6]=1)(=[O:3])[CH3:2].[Li+].CC([N-]C(C)C)C.I[CH2:24][C:25]1[N:26]=[C:27]([C:33]2[CH:38]=[CH:37][C:36]([Cl:39])=[CH:35][C:34]=2[Cl:40])[O:28][C:29]=1[CH:30]([CH3:32])[CH3:31].[Cl-].[NH4+]. The yield is 0.700. The catalyst is C1COCC1.C(OCC)(=O)C. The product is [C:1]([NH:4][C:5]1[CH:14]=[CH:13][C:8]2[C:9]([CH2:12][CH2:24][C:25]3[N:26]=[C:27]([C:33]4[CH:38]=[CH:37][C:36]([Cl:39])=[CH:35][C:34]=4[Cl:40])[O:28][C:29]=3[CH:30]([CH3:32])[CH3:31])=[N:10][O:11][C:7]=2[CH:6]=1)(=[O:3])[CH3:2]. (3) The product is [CH3:14][O:15][C:16]1[CH:17]=[C:18]([O:22][CH3:23])[CH:19]=[CH:20][C:21]=1[C:10]([CH:9]([CH3:13])[C:6]1[CH:5]=[CH:4][C:3]([O:2][CH3:1])=[CH:8][CH:7]=1)=[O:12]. No catalyst specified. The reactants are [CH3:1][O:2][C:3]1[CH:8]=[CH:7][C:6]([CH:9]([CH3:13])[C:10]([OH:12])=O)=[CH:5][CH:4]=1.[CH3:14][O:15][C:16]1[CH:21]=[CH:20][CH:19]=[C:18]([O:22][CH3:23])[CH:17]=1. The yield is 0.580. (4) The reactants are [Cl:1][C:2]1[CH:7]=[CH:6][CH:5]=[CH:4][C:3]=1[CH:8]([N:10]1[C:16]2[CH:17]=[C:18](B3OC(C)(C)C(C)(C)O3)[S:19][C:15]=2[C:14](=[O:29])[NH:13][CH2:12][CH2:11]1)[CH3:9].C([O-])([O-])=O.[K+].[K+].O.CCO[C:40]([CH3:42])=O. The catalyst is C1(C)C=CC=CC=1.CCO.C1C=CC([P]([Pd]([P](C2C=CC=CC=2)(C2C=CC=CC=2)C2C=CC=CC=2)([P](C2C=CC=CC=2)(C2C=CC=CC=2)C2C=CC=CC=2)[P](C2C=CC=CC=2)(C2C=CC=CC=2)C2C=CC=CC=2)(C2C=CC=CC=2)C2C=CC=CC=2)=CC=1. The product is [Cl:1][C:2]1[CH:7]=[CH:6][CH:5]=[CH:4][C:3]=1[CH:8]([N:10]1[C:16]2[CH:17]=[C:18]([C:11]3[N:10]4[CH:8]=[CH:3][CH:2]=[CH:42][C:40]4=[N:13][CH:12]=3)[S:19][C:15]=2[C:14](=[O:29])[NH:13][CH2:12][CH2:11]1)[CH3:9]. The yield is 0.350. (5) The reactants are C([O:3][C:4](=[O:25])[CH:5]([C:12]1[CH:17]=[CH:16][C:15]([S:18]([CH2:21][CH2:22][CH2:23][CH3:24])(=[O:20])=[O:19])=[CH:14][CH:13]=1)[CH2:6][CH:7]1[CH2:11][CH2:10][CH2:9][CH2:8]1)C.[OH-].[Li+].Cl. The catalyst is O1CCCC1.O.CO. The product is [CH2:21]([S:18]([C:15]1[CH:16]=[CH:17][C:12]([CH:5]([CH2:6][CH:7]2[CH2:11][CH2:10][CH2:9][CH2:8]2)[C:4]([OH:25])=[O:3])=[CH:13][CH:14]=1)(=[O:19])=[O:20])[CH2:22][CH2:23][CH3:24]. The yield is 0.684. (6) The reactants are [F:1][C:2]1[CH:7]=[CH:6][C:5]([C:8]2[C:16]3[C:11](=[CH:12][CH:13]=[C:14]([C:17]4[NH:18][C:19]([C:22]5[CH:27]=[CH:26][C:25]([O:28]C)=[CH:24][CH:23]=5)=[N:20][N:21]=4)[CH:15]=3)[NH:10][N:9]=2)=[CH:4][CH:3]=1.B(Br)(Br)Br. The catalyst is ClCCl. The product is [F:1][C:2]1[CH:7]=[CH:6][C:5]([C:8]2[C:16]3[C:11](=[CH:12][CH:13]=[C:14]([C:17]4[NH:18][C:19]([C:22]5[CH:27]=[CH:26][C:25]([OH:28])=[CH:24][CH:23]=5)=[N:20][N:21]=4)[CH:15]=3)[NH:10][N:9]=2)=[CH:4][CH:3]=1. The yield is 0.187. (7) The reactants are ClC(Cl)C.CN([CH:8]=[O:9])C.P(Cl)(Cl)(Cl)=O.[CH:15]1[C:16]([C:24]([O:26][CH3:27])=[O:25])=[CH:17][N:18]2[C:23]=1[CH2:22][CH2:21][CH2:20][CH2:19]2. The catalyst is C(#N)C. The product is [CH:8]([C:15]1[C:16]([C:24]([O:26][CH3:27])=[O:25])=[CH:17][N:18]2[C:23]=1[CH2:22][CH2:21][CH2:20][CH2:19]2)=[O:9]. The yield is 0.330. (8) The catalyst is ClCCl. The yield is 0.972. The product is [Cl:1][C:2]1[C:3]([F:31])=[C:4]([C@@H:8]2[C@:12]([C:15]3[CH:20]=[CH:19][C:18]([Cl:21])=[CH:17][C:16]=3[F:22])([C:13]#[N:14])[C@H:11]([CH2:23][C:24]([CH3:26])([CH3:27])[CH3:25])[NH:10][C@H:9]2[C:28]([NH:68][C:65]2[CH:66]=[N:67][C:62]([N:56]3[CH2:61][CH2:60][O:59][CH2:58][CH2:57]3)=[N:63][CH:64]=2)=[O:29])[CH:5]=[CH:6][CH:7]=1. The reactants are [Cl:1][C:2]1[C:3]([F:31])=[C:4]([C@@H:8]2[C@:12]([C:15]3[CH:20]=[CH:19][C:18]([Cl:21])=[CH:17][C:16]=3[F:22])([C:13]#[N:14])[C@H:11]([CH2:23][C:24]([CH3:27])([CH3:26])[CH3:25])[NH:10][C@H:9]2[C:28](O)=[O:29])[CH:5]=[CH:6][CH:7]=1.CCN(C(C)C)C(C)C.C1(P(Cl)(C2C=CC=CC=2)=O)C=CC=CC=1.[N:56]1([C:62]2[N:67]=[CH:66][C:65]([NH2:68])=[CH:64][N:63]=2)[CH2:61][CH2:60][O:59][CH2:58][CH2:57]1. (9) The reactants are [CH:1]([C:3]1[CH:12]=[CH:11][C:10]2[C:5](=[CH:6][CH:7]=[CH:8][CH:9]=2)[CH:4]=1)=[CH2:2].[CH:1]([C:3]1[CH:12]=[CH:11][C:10]2[C:5](=[CH:6][CH:7]=[CH:8][CH:9]=2)[CH:4]=1)=[CH2:2].CC(N=NC(C#N)(C)C)(C#N)C. The catalyst is C1(C)C=CC=CC=1. The product is [CH2:2]=[CH:1][C:3]1[CH:12]=[CH:11][C:10]2[C:5](=[CH:6][CH:7]=[CH:8][CH:9]=2)[CH:4]=1. The yield is 0.948. (10) The reactants are [Cl:1][C:2]1[CH:7]=[CH:6][N:5]=[C:4]2[CH:8]=[CH:9][S:10][C:3]=12.[Li]CCCC.CCOCC.Br[C:22]1[CH:27]=[CH:26][C:25]([CH:28]2[O:33][CH2:32][CH2:31][CH2:30][O:29]2)=[CH:24][N:23]=1. The catalyst is C1COCC1.[Cl-].[Zn+2].[Cl-]. The product is [O:29]1[CH2:30][CH2:31][CH2:32][O:33][CH:28]1[C:25]1[CH:26]=[CH:27][C:22]([C:9]2[S:10][C:3]3[C:4](=[N:5][CH:6]=[CH:7][C:2]=3[Cl:1])[CH:8]=2)=[N:23][CH:24]=1. The yield is 0.590.